From a dataset of Full USPTO retrosynthesis dataset with 1.9M reactions from patents (1976-2016). Predict the reactants needed to synthesize the given product. (1) The reactants are: [CH3:1][C:2]1[CH:8]=[CH:7][C:5]([NH2:6])=[CH:4][C:3]=1[C:9]1[CH:14]=[C:13]([O:15][CH2:16][CH2:17][O:18][CH:19]2[CH2:24][CH2:23][CH2:22][CH2:21][O:20]2)[N:12]=[C:11]([N:25]2[CH2:30][CH2:29][O:28][CH2:27][C@H:26]2[CH3:31])[CH:10]=1.[F:32][C:33]([F:44])([F:43])[C:34]1[CH:35]=[C:36]([CH:40]=[CH:41][CH:42]=1)[C:37](O)=[O:38].C1C=NC2N(O)N=NC=2C=1.CCN(C(C)C)C(C)C.C(Cl)CCl. Given the product [CH3:1][C:2]1[CH:8]=[CH:7][C:5]([NH:6][C:37](=[O:38])[C:36]2[CH:40]=[CH:41][CH:42]=[C:34]([C:33]([F:32])([F:43])[F:44])[CH:35]=2)=[CH:4][C:3]=1[C:9]1[CH:14]=[C:13]([O:15][CH2:16][CH2:17][O:18][CH:19]2[CH2:24][CH2:23][CH2:22][CH2:21][O:20]2)[N:12]=[C:11]([N:25]2[CH2:30][CH2:29][O:28][CH2:27][C@H:26]2[CH3:31])[CH:10]=1, predict the reactants needed to synthesize it. (2) Given the product [CH3:23][O:16][C:15]([C@@:11]1([CH2:18][C:19]([CH3:21])=[CH2:20])[CH2:12][C:13](=[O:14])[N:9]([C:3]2[C:2]([CH3:1])=[CH:7][CH:6]=[CH:5][C:4]=2[CH3:8])[CH2:10]1)=[O:17], predict the reactants needed to synthesize it. The reactants are: [CH3:1][C:2]1[CH:7]=[CH:6][CH:5]=[C:4]([CH3:8])[C:3]=1[N:9]1[C:13](=[O:14])[CH2:12][C@:11]([CH2:18][C:19]([CH3:21])=[CH2:20])([C:15]([OH:17])=[O:16])[CH2:10]1.[Si](C=[N+]=[N-])(C)(C)[CH3:23]. (3) Given the product [F:13][C@H:11]1[CH2:12][N:8]([C:6]([O:5][C:1]([CH3:2])([CH3:3])[CH3:4])=[O:7])[C@H:9]([C:14](=[O:16])[NH:32][CH2:31][C:27]2[N:28]=[CH:29][N:30]=[C:25]([C:22]3[CH:21]=[N:20][C:19]([C:18]([F:34])([F:33])[F:17])=[N:24][CH:23]=3)[CH:26]=2)[CH2:10]1, predict the reactants needed to synthesize it. The reactants are: [C:1]([O:5][C:6]([N:8]1[CH2:12][C@H:11]([F:13])[CH2:10][C@H:9]1[C:14]([OH:16])=O)=[O:7])([CH3:4])([CH3:3])[CH3:2].[F:17][C:18]([F:34])([F:33])[C:19]1[N:24]=[CH:23][C:22]([C:25]2[N:30]=[CH:29][N:28]=[C:27]([CH2:31][NH2:32])[CH:26]=2)=[CH:21][N:20]=1.C(N(CC)C(C)C)(C)C.CN(C(ON1N=NC2C=CC=NC1=2)=[N+](C)C)C.F[P-](F)(F)(F)(F)F. (4) The reactants are: [OH:1][C:2]1([CH2:9][C:10]([NH:12][C:13]2[CH:22]=[CH:21][CH:20]=[C:19]3[C:14]=2[CH:15]=[CH:16][N:17]([CH2:24][C@H:25]2[CH2:29][CH2:28][CH2:27][N:26]2C(OC(C)(C)C)=O)[C:18]3=[O:23])=[O:11])[CH2:8][CH2:7][CH2:6][CH2:5][CH2:4][CH2:3]1.O1CCOCC1.[ClH:43]. Given the product [ClH:43].[OH:1][C:2]1([CH2:9][C:10]([NH:12][C:13]2[CH:22]=[CH:21][CH:20]=[C:19]3[C:14]=2[CH:15]=[CH:16][N:17]([CH2:24][C@H:25]2[CH2:29][CH2:28][CH2:27][NH:26]2)[C:18]3=[O:23])=[O:11])[CH2:3][CH2:4][CH2:5][CH2:6][CH2:7][CH2:8]1, predict the reactants needed to synthesize it.